This data is from Catalyst prediction with 721,799 reactions and 888 catalyst types from USPTO. The task is: Predict which catalyst facilitates the given reaction. (1) Reactant: [CH2:1]=[CH:2][C@@H:3]1[C@@H:8]2[CH2:9][C@@H:10]([C@H:11]([OH:22])[C:12]3[CH:13]=[CH:14][N:15]=[C:16]4[CH:21]=[CH:20][CH:19]=[CH:18][C:17]=34)[N:5]([CH2:6][CH2:7]2)[CH2:4]1.[CH2:23]([O:29][C:30]1[CH:38]=[CH:37][C:33]([C:34](O)=[O:35])=[CH:32][CH:31]=1)[CH2:24][CH2:25][CH2:26][CH2:27][CH3:28].C1(N=C=NC2CCCCC2)CCCCC1. Product: [CH2:23]([O:29][C:30]1[CH:38]=[CH:37][C:33]([C:34]([O:22][C@H:11]([C:12]2[C:17]3[C:16](=[CH:21][CH:20]=[CH:19][CH:18]=3)[N:15]=[CH:14][CH:13]=2)[C@@H:10]2[CH2:9][C@@H:8]3[CH2:7][CH2:6][N:5]2[CH2:4][C@@H:3]3[CH:2]=[CH2:1])=[O:35])=[CH:32][CH:31]=1)[CH2:24][CH2:25][CH2:26][CH2:27][CH3:28]. The catalyst class is: 4. (2) Reactant: [OH:1][C:2]1[CH:3]=[C:4]([C:8]#[CH:9])[CH:5]=[CH:6][CH:7]=1.FC(F)(F)S(O[C:16]1[CH:21]=[CH:20][CH:19]=[C:18]([O:22][CH3:23])[C:17]=1[Si](C)(C)C)(=O)=O.[F-].[Cs+]. Product: [C:8]([C:4]1[CH:5]=[CH:6][CH:7]=[C:2]([O:1][C:16]2[CH:21]=[CH:20][CH:19]=[C:18]([O:22][CH3:23])[CH:17]=2)[CH:3]=1)#[CH:9]. The catalyst class is: 10.